From a dataset of Drug-target binding data from BindingDB using IC50 measurements. Regression. Given a target protein amino acid sequence and a drug SMILES string, predict the binding affinity score between them. We predict pIC50 (pIC50 = -log10(IC50 in M); higher means more potent). Dataset: bindingdb_ic50. (1) The small molecule is CCCOc1ccc([C@H]2[C@](NC(=O)c3ccc(NC(=O)OC(C)(C)C)cc3)(C(=O)O)[C@@H](c3ccc(OCCC)cc3)[C@]2(NC(=O)c2ccc(NC(=O)OC(C)(C)C)cc2)C(=O)O)cc1. The target protein (P32301) has sequence MAVTPSLLRLALLLLGAVGRAGPRPQGATVSLSETVQKWREYRHQCQRFLTEAPLLATGLFCNRTFDDYACWPDGPPGSFVNVSCPWYLPWASSVLQGHVYRFCTAEGIWLHKDNSSLPWRDLSECEESKQGERNSPEEQLLSLYIIYTVGYALSFSALVIASAILVSFRHLHCTRNYIHLNLFASFILRALSVFIKDAALKWMYSTAAQQHQWDGLLSYQDSLGCRLVFLLMQYCVAANYYWLLVEGVYLYTLLAFSVFSEQRIFKLYLSIGWGVPLLFVIPWGIVKYLYEDEGCWTRNSNMNYWLIIRLPILFAIGVNFLVFIRVICIVIAKLKANLMCKTDIKCRLAKSTLTLIPLLGTHEVIFAFVMDEHARGTLRFVKLFTELSFTSFQGFMVAVLYCFVNNEVQMEFRKSWERWRLERLNIQRDSSMKPLKCPTSSVSSGATVGSSVYAATCQNSCS. The pIC50 is 4.7. (2) The small molecule is COc1ccccc1N1CCN(CCc2ccc3c(c2)OCC(=O)N3C)CC1. The target protein (Q75Z89) has sequence MDILCEENTSLSSTTNSLMQLHADTRLYSTDFNSGEGNTSNAFNWTVDSENRTNLSCEGCLSPPCFSLLHLQEKNWSALLTAVVIILTIAGNILVIMAVSLEKKLQNATNYFLMSLAIADMLLGFLVMPVSTLTILYGYRWPLPSKLCAVWIYLDVLFSTASIMHLCAISLDRYVAIQNPIHHSRFNSRTKAFLKIIAVWTISVGISMPIPVFGLQDDSKVFKEGSCLLADENFVLIGSFVAFFIPLTIMVITYFLTIKSLQKEATLCVSDPGTRTKLASFSFLPQSSLSSEKLFQRSIHREPGSYGRRTMQSISNEQKACKVLGIVFFLFVVMWCPFFITNIMAVICKESCNRDVIEALLNVFVWIGYLSSAVNPLVYTLFNKTYRSAFSRYIQCQYKENKKPLQLILVNTIPALAYKSSQLQMGPKKNSKKDDKTTDNDCTMVALGKEHPEDAPADSSNTVNEKVSCV. The pIC50 is 6.2. (3) The small molecule is C(#Cc1ccc2cc[nH]c2c1)CCN1CCC(Cc2ccccc2)CC1. The target protein (Q00961) has sequence MGGALGPALLLTSLLGAWARLGAGQGEQAVTVAVVFGSSGPLQTQARTRLTSQNFLDLPLEIQPLTVGVNNTNPSSILTQICGLLGAARVHGIVFEDNVDTEAVAQLLDFVSSQTHVPILSISGGSAVVLTPKEPGSAFLQLGVSLEQQLQVLFKVLEEYDWSAFAVITSLHPGHALFLEGVRAVADASYLSWRLLDVLTLELGPGGPRARTQRLLRQVDAPVLVAYCSREEAEVLFAEAAQAGLVGPGHVWLVPNLALGSTDAPPAAFPVGLISVVTESWRLSLRQKVRDGVAILALGAHSYRRQYGTLPAPAGDCRSHPGPVSPAREAFYRHLLNVTWEGRDFSFSPGGYLVRPTMVVIALNRHRLWEMVGRWDHGVLYMKYPVWPRYSTSLQPVVDSRHLTVATLEERPFVIVESPDPGTGGCVPNTVPCRRQSNHTFSSGDLTPYTKLCCKGFCIDILKKLAKVVKFSYDLYLVTNGKHGKRVRGVWNGMIGEVYY.... The pIC50 is 4.0.